Dataset: Full USPTO retrosynthesis dataset with 1.9M reactions from patents (1976-2016). Task: Predict the reactants needed to synthesize the given product. Given the product [CH3:24][O:23][C:20]1[N:19]=[N:18][C:17]([N:11]2[CH:12]=[C:8]([CH2:7][CH2:6][CH2:5][OH:4])[C:9]([CH:13]([CH3:14])[CH3:15])=[N:10]2)=[CH:22][CH:21]=1, predict the reactants needed to synthesize it. The reactants are: COC[O:4][CH2:5][CH2:6][CH2:7][C:8]1[C:9]([CH:13]([CH3:15])[CH3:14])=[N:10][NH:11][CH:12]=1.Cl[C:17]1[N:18]=[N:19][C:20]([O:23][CH3:24])=[CH:21][CH:22]=1.[H-].[Na+].[H][H].